From a dataset of Tyrosyl-DNA phosphodiesterase HTS with 341,365 compounds. Binary Classification. Given a drug SMILES string, predict its activity (active/inactive) in a high-throughput screening assay against a specified biological target. (1) The drug is Brc1sc(C(=O)CSc2n(c3c(n2)cc(OC)cc3)C)cc1. The result is 0 (inactive). (2) The compound is O=C1N(C(c2c1n[nH]c2C)c1ccc(C(C)(C)C)cc1)c1ccc(cc1)C(OCC)=O. The result is 0 (inactive). (3) The molecule is OC(C1CCCC1)(CC#CCN(C(C)C)CC)c1ccccc1. The result is 0 (inactive).